From a dataset of Forward reaction prediction with 1.9M reactions from USPTO patents (1976-2016). Predict the product of the given reaction. (1) Given the reactants Cl[C:2]1[CH:7]=[CH:6][CH:5]=[C:4]([CH3:8])[N:3]=1.[Cl:9][C:10]1[CH:11]=[C:12]([C:18]2([C:23]([F:26])([F:25])[F:24])[CH2:22][CH2:21][NH:20][CH2:19]2)[CH:13]=[C:14]([Cl:17])[C:15]=1[Cl:16].CC(C)([O-])C.[Na+].C1(C)C=CC=CC=1, predict the reaction product. The product is: [CH3:8][C:4]1[CH:5]=[CH:6][CH:7]=[C:2]([N:20]2[CH2:21][CH2:22][C:18]([C:12]3[CH:13]=[C:14]([Cl:17])[C:15]([Cl:16])=[C:10]([Cl:9])[CH:11]=3)([C:23]([F:24])([F:25])[F:26])[CH2:19]2)[N:3]=1. (2) Given the reactants [OH:1][CH2:2][C:3]1[S:7][CH:6]=[N:5][CH:4]=1.[H-].[Na+].F[C:11]1[CH:12]=[C:13]([CH3:20])[CH:14]=[CH:15][C:16]=1[N+:17]([O-:19])=[O:18], predict the reaction product. The product is: [CH3:20][C:13]1[CH:12]=[CH:11][C:16]([N+:17]([O-:19])=[O:18])=[C:15]([CH:14]=1)[O:1][CH2:2][C:3]1[S:7][CH:6]=[N:5][CH:4]=1.